Task: Regression. Given two drug SMILES strings and cell line genomic features, predict the synergy score measuring deviation from expected non-interaction effect.. Dataset: NCI-60 drug combinations with 297,098 pairs across 59 cell lines (1) Drug 1: C1=C(C(=O)NC(=O)N1)F. Drug 2: CCCCC(=O)OCC(=O)C1(CC(C2=C(C1)C(=C3C(=C2O)C(=O)C4=C(C3=O)C=CC=C4OC)O)OC5CC(C(C(O5)C)O)NC(=O)C(F)(F)F)O. Cell line: SW-620. Synergy scores: CSS=42.9, Synergy_ZIP=-1.71, Synergy_Bliss=-2.61, Synergy_Loewe=-0.776, Synergy_HSA=-0.707. (2) Drug 1: C1=CN(C(=O)N=C1N)C2C(C(C(O2)CO)O)O.Cl. Drug 2: CCN(CC)CCCC(C)NC1=C2C=C(C=CC2=NC3=C1C=CC(=C3)Cl)OC. Cell line: NCI-H460. Synergy scores: CSS=26.7, Synergy_ZIP=-1.60, Synergy_Bliss=-1.15, Synergy_Loewe=-30.9, Synergy_HSA=-0.676. (3) Drug 1: C1C(C(OC1N2C=NC3=C(N=C(N=C32)Cl)N)CO)O. Drug 2: CC1CCCC2(C(O2)CC(NC(=O)CC(C(C(=O)C(C1O)C)(C)C)O)C(=CC3=CSC(=N3)C)C)C. Cell line: A498. Synergy scores: CSS=30.9, Synergy_ZIP=-5.14, Synergy_Bliss=-6.31, Synergy_Loewe=-9.33, Synergy_HSA=-4.38.